Dataset: Full USPTO retrosynthesis dataset with 1.9M reactions from patents (1976-2016). Task: Predict the reactants needed to synthesize the given product. (1) The reactants are: [OH:1][N:2]=[C:3]([C:5]12[CH2:12][CH2:11][C:8]([C:13]3[N:17]([CH3:18])[C:16]([C:19]4[CH:24]=[CH:23][CH:22]=[CH:21][C:20]=4[C:25]([F:28])([F:27])[F:26])=[N:15][N:14]=3)([CH2:9][CH2:10]1)[CH2:7][CH2:6]2)[NH2:4].[F:29][C:30]1([F:37])[CH2:33][CH:32]([C:34](O)=O)[CH2:31]1.C(N1C=CN=C1)(N1C=CN=C1)=O. Given the product [F:29][C:30]1([F:37])[CH2:33][CH:32]([C:34]2[O:1][N:2]=[C:3]([C:5]34[CH2:12][CH2:11][C:8]([C:13]5[N:17]([CH3:18])[C:16]([C:19]6[CH:24]=[CH:23][CH:22]=[CH:21][C:20]=6[C:25]([F:28])([F:27])[F:26])=[N:15][N:14]=5)([CH2:9][CH2:10]3)[CH2:7][CH2:6]4)[N:4]=2)[CH2:31]1, predict the reactants needed to synthesize it. (2) Given the product [C:15]([C:11]1[CH:10]=[C:9]([NH:8][C:6](=[O:7])[C:5]2[CH:19]=[CH:20][C:2]([N:29]3[CH2:34][CH2:33][NH:32][CH2:31][CH2:30]3)=[C:3]([F:21])[CH:4]=2)[CH:14]=[CH:13][CH:12]=1)([CH3:18])([CH3:17])[CH3:16], predict the reactants needed to synthesize it. The reactants are: Br[C:2]1[CH:20]=[CH:19][C:5]([C:6]([NH:8][C:9]2[CH:14]=[CH:13][CH:12]=[C:11]([C:15]([CH3:18])([CH3:17])[CH3:16])[CH:10]=2)=[O:7])=[CH:4][C:3]=1[F:21].C(OC([N:29]1[CH2:34][CH2:33][NH:32][CH2:31][CH2:30]1)=O)(C)(C)C.CC([O-])(C)C.[Na+].CC1(C)C2C(=C(P(C3C=CC=CC=3)C3C=CC=CC=3)C=CC=2)OC2C(P(C3C=CC=CC=3)C3C=CC=CC=3)=CC=CC1=2. (3) Given the product [C:1]12([C:11](=[O:44])[CH2:12][N:13]3[C:18](=[O:19])[C:17]([CH2:20][C:21]4[CH:26]=[CH:25][C:24]([C:27]5[CH:32]=[CH:31][CH:30]=[CH:29][C:28]=5[C:33]5[NH:37][C:36](=[O:38])[O:35][N:34]=5)=[CH:23][CH:22]=4)=[C:16]([CH2:39][CH2:40][CH2:41][CH3:42])[N:15]=[C:14]3[CH3:43])[CH2:10][CH:5]3[CH2:4][CH:3]([CH2:9][CH:7]([CH2:6]3)[CH2:8]1)[CH2:2]2, predict the reactants needed to synthesize it. The reactants are: [C:1]12([CH:11]([OH:44])[CH2:12][N:13]3[C:18](=[O:19])[C:17]([CH2:20][C:21]4[CH:26]=[CH:25][C:24]([C:27]5[CH:32]=[CH:31][CH:30]=[CH:29][C:28]=5[C:33]5[NH:37][C:36](=[O:38])[O:35][N:34]=5)=[CH:23][CH:22]=4)=[C:16]([CH2:39][CH2:40][CH2:41][CH3:42])[N:15]=[C:14]3[CH3:43])[CH2:10][CH:5]3[CH2:6][CH:7]([CH2:9][CH:3]([CH2:4]3)[CH2:2]1)[CH2:8]2.CC(OI1(OC(C)=O)(OC(C)=O)OC(=O)C2C1=CC=CC=2)=O.C(=O)([O-])O.[Na+].S([O-])([O-])(=O)=S.[Na+].[Na+]. (4) The reactants are: C(OC([N:8]([C:16]1[C:21]([C:22]2[O:26][N:25]=[C:24]([CH2:27][C:28]3[CH:33]=[CH:32][C:31]([CH2:34][O:35][C:36]4[CH:41]=[CH:40][CH:39]=[CH:38][N:37]=4)=[CH:30][CH:29]=3)[CH:23]=2)=[CH:20][CH:19]=[CH:18][N:17]=1)C(OC(C)(C)C)=O)=O)(C)(C)C.FC(F)(F)C(O)=O.O.C(=O)(O)[O-].[Na+]. Given the product [N:37]1[CH:38]=[CH:39][CH:40]=[CH:41][C:36]=1[O:35][CH2:34][C:31]1[CH:32]=[CH:33][C:28]([CH2:27][C:24]2[CH:23]=[C:22]([C:21]3[C:16]([NH2:8])=[N:17][CH:18]=[CH:19][CH:20]=3)[O:26][N:25]=2)=[CH:29][CH:30]=1, predict the reactants needed to synthesize it. (5) Given the product [NH2:21][C:18]1[CH:19]=[C:20]2[C:15](=[CH:16][C:17]=1[O:24][CH2:25][CH3:26])[N:14]=[CH:13][C:12]([C:27]#[N:28])=[C:11]2[NH:10][C:5]1[CH:6]=[CH:7][C:8]([F:9])=[C:3]([Cl:2])[CH:4]=1, predict the reactants needed to synthesize it. The reactants are: Cl.[Cl:2][C:3]1[CH:4]=[C:5]([NH:10][C:11]2[C:20]3[C:15](=[CH:16][C:17]([O:24][CH2:25][CH3:26])=[C:18]([N+:21]([O-])=O)[CH:19]=3)[N:14]=[CH:13][C:12]=2[C:27]#[N:28])[CH:6]=[CH:7][C:8]=1[F:9].[Cl-].[NH4+].CO. (6) Given the product [F:8][C:6]1[CH:5]=[C:4]([CH:9]2[NH:14][C:13](=[O:35])[C:12]([CH3:37])([CH3:36])[S:11][CH2:10]2)[CH:3]=[C:2]([F:1])[CH:7]=1, predict the reactants needed to synthesize it. The reactants are: [F:1][C:2]1[CH:3]=[C:4]([C@H:9]2[N:14](CC(NC3C=C4C(=CC=3)C[C@@]3(C(=O)NC(=O)N3C)C4)=O)[C:13](=[O:35])[C:12]([CH3:37])([CH3:36])[S:11][CH2:10]2)[CH:5]=[C:6]([F:8])[CH:7]=1.ClC1C=C(C=CC=1)C(OO)=O.[OH-].[Ca+2].[OH-].